Regression. Given two drug SMILES strings and cell line genomic features, predict the synergy score measuring deviation from expected non-interaction effect. From a dataset of NCI-60 drug combinations with 297,098 pairs across 59 cell lines. Drug 1: CCCS(=O)(=O)NC1=C(C(=C(C=C1)F)C(=O)C2=CNC3=C2C=C(C=N3)C4=CC=C(C=C4)Cl)F. Drug 2: COC1=NC(=NC2=C1N=CN2C3C(C(C(O3)CO)O)O)N. Cell line: HCT-15. Synergy scores: CSS=-2.58, Synergy_ZIP=2.44, Synergy_Bliss=-0.825, Synergy_Loewe=-2.62, Synergy_HSA=-3.86.